This data is from NCI-60 drug combinations with 297,098 pairs across 59 cell lines. The task is: Regression. Given two drug SMILES strings and cell line genomic features, predict the synergy score measuring deviation from expected non-interaction effect. (1) Drug 1: CS(=O)(=O)C1=CC(=C(C=C1)C(=O)NC2=CC(=C(C=C2)Cl)C3=CC=CC=N3)Cl. Drug 2: COC1=NC(=NC2=C1N=CN2C3C(C(C(O3)CO)O)O)N. Cell line: HCC-2998. Synergy scores: CSS=0.0550, Synergy_ZIP=-1.25, Synergy_Bliss=1.22, Synergy_Loewe=-3.51, Synergy_HSA=-3.26. (2) Cell line: SK-OV-3. Drug 1: C1=CC=C(C=C1)NC(=O)CCCCCCC(=O)NO. Drug 2: CS(=O)(=O)CCNCC1=CC=C(O1)C2=CC3=C(C=C2)N=CN=C3NC4=CC(=C(C=C4)OCC5=CC(=CC=C5)F)Cl. Synergy scores: CSS=51.2, Synergy_ZIP=-1.83, Synergy_Bliss=0.106, Synergy_Loewe=1.12, Synergy_HSA=4.60. (3) Drug 1: C1=C(C(=O)NC(=O)N1)F. Drug 2: C1=CC(=CC=C1CCCC(=O)O)N(CCCl)CCCl. Cell line: 786-0. Synergy scores: CSS=60.2, Synergy_ZIP=-0.823, Synergy_Bliss=-1.15, Synergy_Loewe=5.93, Synergy_HSA=5.74. (4) Drug 1: CN(C)C1=NC(=NC(=N1)N(C)C)N(C)C. Drug 2: CCCCCOC(=O)NC1=NC(=O)N(C=C1F)C2C(C(C(O2)C)O)O. Cell line: MOLT-4. Synergy scores: CSS=-8.20, Synergy_ZIP=1.42, Synergy_Bliss=-5.77, Synergy_Loewe=-11.6, Synergy_HSA=-10.4. (5) Drug 1: C1CNP(=O)(OC1)N(CCCl)CCCl. Drug 2: C1C(C(OC1N2C=NC3=C2NC=NCC3O)CO)O. Cell line: SF-268. Synergy scores: CSS=4.18, Synergy_ZIP=6.11, Synergy_Bliss=15.8, Synergy_Loewe=-1.48, Synergy_HSA=2.87. (6) Drug 1: CCC1=C2CN3C(=CC4=C(C3=O)COC(=O)C4(CC)O)C2=NC5=C1C=C(C=C5)O. Drug 2: CC1C(C(CC(O1)OC2CC(CC3=C2C(=C4C(=C3O)C(=O)C5=CC=CC=C5C4=O)O)(C(=O)C)O)N)O. Cell line: CCRF-CEM. Synergy scores: CSS=52.3, Synergy_ZIP=-12.6, Synergy_Bliss=-20.9, Synergy_Loewe=-15.0, Synergy_HSA=-14.2.